From a dataset of Full USPTO retrosynthesis dataset with 1.9M reactions from patents (1976-2016). Predict the reactants needed to synthesize the given product. (1) Given the product [C:28]([Si:25]([O:24][CH2:23][CH2:22][CH:11]([S:8]([C:5]1[CH:4]=[CH:3][C:2]([Cl:1])=[CH:7][CH:6]=1)(=[O:10])=[O:9])[C:12]1[C:13]([F:20])=[CH:14][CH:15]=[C:16]([F:19])[C:17]=1[F:18])([CH3:27])[CH3:26])([CH3:31])([CH3:30])[CH3:29], predict the reactants needed to synthesize it. The reactants are: [Cl:1][C:2]1[CH:7]=[CH:6][C:5]([S:8]([CH2:11][C:12]2[C:17]([F:18])=[C:16]([F:19])[CH:15]=[CH:14][C:13]=2[F:20])(=[O:10])=[O:9])=[CH:4][CH:3]=1.Br[CH2:22][CH2:23][O:24][Si:25]([C:28]([CH3:31])([CH3:30])[CH3:29])([CH3:27])[CH3:26].[H-].[Na+].O. (2) Given the product [CH3:23][N:24]1[CH:28]=[C:27]([C:29]2[CH:30]=[C:31]([C:35]3([CH:50]=[O:51])[CH2:40][CH2:39][N:38]([C:41]4[N:49]=[CH:48][N:47]=[C:46]5[C:42]=4[N:43]=[CH:44][NH:45]5)[CH2:37][CH2:36]3)[CH:32]=[CH:33][CH:34]=2)[CH:26]=[N:25]1, predict the reactants needed to synthesize it. The reactants are: CC(OI1(OC(C)=O)(OC(C)=O)OC(=O)C2C=CC=CC1=2)=O.[CH3:23][N:24]1[CH:28]=[C:27]([C:29]2[CH:30]=[C:31]([C:35]3([CH2:50][OH:51])[CH2:40][CH2:39][N:38]([C:41]4[N:49]=[CH:48][N:47]=[C:46]5[C:42]=4[N:43]=[CH:44][NH:45]5)[CH2:37][CH2:36]3)[CH:32]=[CH:33][CH:34]=2)[CH:26]=[N:25]1. (3) Given the product [CH:32]([C:2]1[C:3]([CH2:15][O:16][C:17]2[CH:22]=[CH:21][C:20]([C:23]3[C:27]([CH3:28])=[C:26]([Cl:29])[N:25]([CH3:30])[N:24]=3)=[CH:19][C:18]=2[CH3:31])=[C:4]([N:8]2[C:12](=[O:13])[N:11]([CH3:14])[N:10]=[N:9]2)[CH:5]=[CH:6][CH:7]=1)=[CH2:33], predict the reactants needed to synthesize it. The reactants are: Br[C:2]1[C:3]([CH2:15][O:16][C:17]2[CH:22]=[CH:21][C:20]([C:23]3[C:27]([CH3:28])=[C:26]([Cl:29])[N:25]([CH3:30])[N:24]=3)=[CH:19][C:18]=2[CH3:31])=[C:4]([N:8]2[C:12](=[O:13])[N:11]([CH3:14])[N:10]=[N:9]2)[CH:5]=[CH:6][CH:7]=1.[CH2:32]([Sn](CCCC)(CCCC)C=C)[CH2:33]CC.C1(C)C=CC=CC=1. (4) Given the product [CH:5]1([NH:9][C:10](=[O:29])[NH:32][C:33]2[CH:34]=[CH:35][C:36]([C:39]3[S:43][C:42]([C:44]([NH:47][S:48]([C:51]([F:52])([F:53])[F:54])(=[O:50])=[O:49])([CH3:45])[CH3:46])=[N:41][CH:40]=3)=[CH:37][CH:38]=2)[CH2:6][CH2:7][CH2:8][CH2:3][CH2:4]1, predict the reactants needed to synthesize it. The reactants are: FC(F)(F)[C:3]1[CH:4]=[C:5]([NH:9][C:10](=[O:29])NC2C=CC(C3SC(CCC(OC)=O)=NC=3)=CC=2)[CH:6]=[CH:7][CH:8]=1.[NH2:32][C:33]1[CH:38]=[CH:37][C:36]([C:39]2[S:43][C:42]([C:44]([NH:47][S:48]([C:51]([F:54])([F:53])[F:52])(=[O:50])=[O:49])([CH3:46])[CH3:45])=[N:41][CH:40]=2)=[CH:35][CH:34]=1.C1(N=C=O)CCCCC1. (5) Given the product [C:1]([O:5][C:6]([N:8]1[C:13]2[CH:14]=[CH:15][CH:16]=[CH:17][C:12]=2[S:35](=[O:39])(=[O:37])[CH:10]=[C:9]1[CH2:18][C:19]([O:21][CH2:22][CH3:23])=[O:20])=[O:7])([CH3:3])([CH3:4])[CH3:2], predict the reactants needed to synthesize it. The reactants are: [C:1]([O:5][C:6]([N:8]1[C:13]2[CH:14]=[CH:15][CH:16]=[CH:17][C:12]=2S[CH:10]=[C:9]1[CH2:18][C:19]([O:21][CH2:22][CH3:23])=[O:20])=[O:7])([CH3:4])([CH3:3])[CH3:2].ClC1C=C(C=CC=1)C(OO)=O.[S:35]([O-:39])([O-])(=[O:37])=S.[Na+].[Na+]. (6) Given the product [CH2:7]([OH:19])[CH2:8][CH2:9][CH2:10][CH2:11][CH2:12][CH2:13][CH2:14][CH2:15][CH2:16]/[CH:17]=[CH:18]\[CH2:1][CH2:2][CH2:3][CH3:4], predict the reactants needed to synthesize it. The reactants are: [CH2:1]=[CH:2][CH2:3][CH2:4]CC.[CH2:7]([OH:19])[CH2:8][CH2:9][CH2:10][CH2:11][CH2:12][CH2:13][CH2:14][CH2:15][CH2:16][CH:17]=[CH2:18].